This data is from Reaction yield outcomes from USPTO patents with 853,638 reactions. The task is: Predict the reaction yield, written as a fraction of the theoretical maximum amount of product (1.0 means a 100% yield; for example, 0.34 means a 34% yield). (1) The reactants are [CH3:1][O:2][C:3]1[CH:8]=[CH:7][CH:6]=[CH:5][C:4]=1[NH:9][CH:10]1[CH2:15][CH2:14][NH:13][CH2:12][CH2:11]1.C(N(CC)CC)C.Cl[C:24]1[N:29]([CH3:30])[C:28](=[O:31])[CH:27]=[C:26]([C:32]2[CH:37]=[CH:36][N:35]=[CH:34][CH:33]=2)[N:25]=1. The catalyst is O1CCCC1. The product is [CH3:1][O:2][C:3]1[CH:8]=[CH:7][CH:6]=[CH:5][C:4]=1[NH:9][CH:10]1[CH2:15][CH2:14][N:13]([C:24]2[N:29]([CH3:30])[C:28](=[O:31])[CH:27]=[C:26]([C:32]3[CH:33]=[CH:34][N:35]=[CH:36][CH:37]=3)[N:25]=2)[CH2:12][CH2:11]1. The yield is 0.850. (2) The reactants are [H-].[Na+].[OH:3][C:4]1[C:11]([CH3:12])=[CH:10][C:7]([C:8]#[N:9])=[CH:6][C:5]=1[CH3:13].[Cl:14][C:15]1[N:16]=[C:17](Cl)[C:18]2[S:23][CH:22]=[CH:21][C:19]=2[N:20]=1. The catalyst is CN1C(=O)CCC1.O. The product is [Cl:14][C:15]1[N:16]=[C:17]([O:3][C:4]2[C:5]([CH3:13])=[CH:6][C:7]([C:8]#[N:9])=[CH:10][C:11]=2[CH3:12])[C:18]2[S:23][CH:22]=[CH:21][C:19]=2[N:20]=1. The yield is 0.810. (3) The reactants are I[C:2]1[CH:3]=[C:4]([CH3:9])[CH:5]=[C:6]([CH3:8])[CH:7]=1.[Cl:10][C:11]1[CH:16]=[CH:15][CH:14]=[CH:13][C:12]=1[SH:17].C([O-])([O-])=O.[K+].[K+].C(O)CO. The catalyst is [Cu]I.CC(O)C. The product is [Cl:10][C:11]1[CH:16]=[CH:15][CH:14]=[CH:13][C:12]=1[S:17][C:2]1[CH:3]=[C:4]([CH3:9])[CH:5]=[C:6]([CH3:8])[CH:7]=1. The yield is 0.870. (4) The reactants are [Cl:1][C:2]1[N:11]=[C:10](Cl)[C:9]2[C:4](=[CH:5][CH:6]=[C:7]([Cl:13])[CH:8]=2)[N:3]=1.[CH2:14]([NH2:24])[C:15]1[CH:23]=[CH:22][C:21]2[O:20][CH2:19][O:18][C:17]=2[CH:16]=1. The catalyst is C(O)C. The product is [O:20]1[C:21]2[CH:22]=[CH:23][C:15]([CH2:14][NH:24][C:10]3[C:9]4[C:4](=[CH:5][CH:6]=[C:7]([Cl:13])[CH:8]=4)[N:3]=[C:2]([Cl:1])[N:11]=3)=[CH:16][C:17]=2[O:18][CH2:19]1. The yield is 0.960. (5) The reactants are [Li]CCCC.[CH3:6][N:7]1[CH:11]=[CH:10][N:9]=[CH:8]1.Cl[Si](CC)(CC)CC.[Cl:20][C:21]1[N:30]=[C:29]([C:31]2[CH:36]=[CH:35][CH:34]=[C:33]([Cl:37])[CH:32]=2)[C:28]2[C:23](=[CH:24][CH:25]=[C:26]([C:38]([C:40]3[CH:45]=[CH:44][C:43]([O:46][CH3:47])=[CH:42][CH:41]=3)=[O:39])[CH:27]=2)[N:22]=1. The catalyst is C1COCC1.CCOC(C)=O.O. The product is [Cl:20][C:21]1[N:30]=[C:29]([C:31]2[CH:36]=[CH:35][CH:34]=[C:33]([Cl:37])[CH:32]=2)[C:28]2[C:23](=[CH:24][CH:25]=[C:26]([C:38]([C:40]3[CH:41]=[CH:42][C:43]([O:46][CH3:47])=[CH:44][CH:45]=3)([C:11]3[N:7]([CH3:6])[CH:8]=[N:9][CH:10]=3)[OH:39])[CH:27]=2)[N:22]=1. The yield is 0.590. (6) The reactants are [CH2:1]([C:8]1[N:9]([CH2:20][CH2:21][CH:22]2[CH2:26][CH2:25][CH2:24][N:23]2[CH3:27])[C:10]2[C:15]([CH:16]=1)=[CH:14][CH:13]=[C:12]([N+:17]([O-])=O)[CH:11]=2)[C:2]1[CH:7]=[CH:6][CH:5]=[CH:4][CH:3]=1.I.CS[C:31]([C:33]1[S:34][CH:35]=[CH:36][CH:37]=1)=[NH:32]. The catalyst is C(O)C.[Pd]. The product is [CH2:1]([C:8]1[N:9]([CH2:20][CH2:21][CH:22]2[CH2:26][CH2:25][CH2:24][N:23]2[CH3:27])[C:10]2[C:15]([CH:16]=1)=[CH:14][CH:13]=[C:12]([NH:17][C:31]([C:33]1[S:34][CH:35]=[CH:36][CH:37]=1)=[NH:32])[CH:11]=2)[C:2]1[CH:7]=[CH:6][CH:5]=[CH:4][CH:3]=1. The yield is 0.780.